The task is: Predict the reactants needed to synthesize the given product.. This data is from Full USPTO retrosynthesis dataset with 1.9M reactions from patents (1976-2016). (1) Given the product [F:18][C:15]1[CH:16]=[CH:17][C:12]([C:7]2[C:6]([C:4]3[N:3]=[CH:2][N:1]([C:23]4[CH:24]=[CH:25][C:20]([F:19])=[CH:21][CH:22]=4)[CH:5]=3)=[C:10]([CH3:11])[O:9][N:8]=2)=[CH:13][CH:14]=1, predict the reactants needed to synthesize it. The reactants are: [NH:1]1[CH:5]=[C:4]([C:6]2[C:7]([C:12]3[CH:17]=[CH:16][C:15]([F:18])=[CH:14][CH:13]=3)=[N:8][O:9][C:10]=2[CH3:11])[N:3]=[CH:2]1.[F:19][C:20]1[CH:25]=[CH:24][C:23](B(O)O)=[CH:22][CH:21]=1. (2) The reactants are: [Cl:1][C:2]1[C:3]([N:9]2[CH:13]=[C:12]([CH2:14][CH2:15][CH2:16][OH:17])[C:11]([CH:18]([CH3:20])[CH3:19])=[N:10]2)=[N:4][CH:5]=[C:6]([Cl:8])[CH:7]=1.[CH2:21]([C:23]1[C:24](O)=[C:25]([CH2:29][C:30]([O:32][CH3:33])=[O:31])[CH:26]=[CH:27][CH:28]=1)[CH3:22].C(P(CCCC)CCCC)CCC.N(C(N1CCCCC1)=O)=NC(N1CCCCC1)=O. Given the product [Cl:1][C:2]1[C:3]([N:9]2[CH:13]=[C:12]([CH2:14][CH2:15][CH2:16][O:17][C:24]3[C:23]([CH2:21][CH3:22])=[CH:28][CH:27]=[CH:26][C:25]=3[CH2:29][C:30]([O:32][CH3:33])=[O:31])[C:11]([CH:18]([CH3:20])[CH3:19])=[N:10]2)=[N:4][CH:5]=[C:6]([Cl:8])[CH:7]=1, predict the reactants needed to synthesize it. (3) The reactants are: [C:1]1([CH3:13])[CH:6]=[CH:5][CH:4]=[CH:3][C:2]=1[N:7]1[CH2:12][CH2:11][NH:10][CH2:9][CH2:8]1.CCN(CC)CC.[Cl:21][CH2:22][S:23](Cl)(=[O:25])=[O:24]. Given the product [Cl:21][CH2:22][S:23]([N:10]1[CH2:9][CH2:8][N:7]([C:2]2[CH:3]=[CH:4][CH:5]=[CH:6][C:1]=2[CH3:13])[CH2:12][CH2:11]1)(=[O:25])=[O:24], predict the reactants needed to synthesize it. (4) Given the product [CH2:1]([C:3]1[CH:23]=[CH:22][CH:21]=[C:20]([CH3:24])[C:4]=1[CH2:5][NH:6][C:7]1[C:12]([NH2:13])=[C:11]([NH:16][CH3:17])[CH:10]=[C:9]([O:18][CH3:19])[N:8]=1)[CH3:2], predict the reactants needed to synthesize it. The reactants are: [CH2:1]([C:3]1[CH:23]=[CH:22][CH:21]=[C:20]([CH3:24])[C:4]=1[CH2:5][NH:6][C:7]1[C:12]([N+:13]([O-])=O)=[C:11]([NH:16][CH3:17])[CH:10]=[C:9]([O:18][CH3:19])[N:8]=1)[CH3:2]. (5) Given the product [F:27][C:28]1[CH:34]=[C:33]([F:35])[CH:32]=[CH:31][C:29]=1[NH:30][C:2]1[CH:3]=[CH:4][C:5]2[C:11](=[O:12])[C:10]3[CH:13]=[CH:14][CH:15]=[C:16]([O:17][CH2:18][C@H:19]4[CH2:23][O:22][C:21]([CH3:25])([CH3:24])[O:20]4)[C:9]=3[CH2:8][CH2:7][C:6]=2[CH:26]=1, predict the reactants needed to synthesize it. The reactants are: Cl[C:2]1[CH:3]=[CH:4][C:5]2[C:11](=[O:12])[C:10]3[CH:13]=[CH:14][CH:15]=[C:16]([O:17][CH2:18][C@H:19]4[CH2:23][O:22][C:21]([CH3:25])([CH3:24])[O:20]4)[C:9]=3[CH2:8][CH2:7][C:6]=2[CH:26]=1.[F:27][C:28]1[CH:34]=[C:33]([F:35])[CH:32]=[CH:31][C:29]=1[NH2:30].P.O(C(C)(C)C)[Na]. (6) Given the product [Cl:1][C:2]1[CH:7]=[CH:6][C:5]([C:8]([N:15]2[C:23]3[C:18](=[C:19]([NH:24][S:25]([CH3:28])(=[O:27])=[O:26])[CH:20]=[CH:21][CH:22]=3)[CH:17]=[N:16]2)([CH2:13][CH3:14])[CH2:9][CH2:10][C:11]#[N:12])=[CH:4][CH:3]=1, predict the reactants needed to synthesize it. The reactants are: [Cl:1][C:2]1[CH:7]=[CH:6][C:5]([C:8]([N:15]2[C:23]3[C:18](=[C:19]([NH:24][S:25]([CH3:28])(=[O:27])=[O:26])[CH:20]=[CH:21][CH:22]=3)[CH:17]=[N:16]2)([CH2:13][CH3:14])/[CH:9]=[CH:10]/[C:11]#[N:12])=[CH:4][CH:3]=1.